From a dataset of Full USPTO retrosynthesis dataset with 1.9M reactions from patents (1976-2016). Predict the reactants needed to synthesize the given product. (1) Given the product [C:1]([O:20][CH2:21][CH:22]([O:25][CH2:26][CH:27]=[O:28])[CH:23]=[CH2:24])([C:8]1[CH:9]=[CH:10][CH:11]=[CH:12][CH:13]=1)([C:14]1[CH:19]=[CH:18][CH:17]=[CH:16][CH:15]=1)[C:2]1[CH:3]=[CH:4][CH:5]=[CH:6][CH:7]=1, predict the reactants needed to synthesize it. The reactants are: [C:1]([O:20][CH2:21][CH:22]([O:25][CH2:26][C:27](OC(C)(C)C)=[O:28])[CH:23]=[CH2:24])([C:14]1[CH:19]=[CH:18][CH:17]=[CH:16][CH:15]=1)([C:8]1[CH:13]=[CH:12][CH:11]=[CH:10][CH:9]=1)[C:2]1[CH:7]=[CH:6][CH:5]=[CH:4][CH:3]=1.CC(C[AlH]CC(C)C)C.Cl. (2) Given the product [C:24]([C:22]1[N:21]([CH2:28][CH:29]2[CH2:34][CH2:33][CH2:32][CH2:31][CH2:30]2)[C:20]2[CH:35]=[CH:36][C:17]([N:15]([CH3:16])[S:12]([C:9]3[CH:10]=[CH:11][C:6]([NH:5][C:3](=[O:4])[CH2:2][N:37]4[CH2:42][CH2:41][O:40][CH2:39][CH2:38]4)=[CH:7][CH:8]=3)(=[O:14])=[O:13])=[CH:18][C:19]=2[N:23]=1)([CH3:27])([CH3:26])[CH3:25], predict the reactants needed to synthesize it. The reactants are: Br[CH2:2][C:3]([NH:5][C:6]1[CH:11]=[CH:10][C:9]([S:12]([N:15]([C:17]2[CH:36]=[CH:35][C:20]3[N:21]([CH2:28][CH:29]4[CH2:34][CH2:33][CH2:32][CH2:31][CH2:30]4)[C:22]([C:24]([CH3:27])([CH3:26])[CH3:25])=[N:23][C:19]=3[CH:18]=2)[CH3:16])(=[O:14])=[O:13])=[CH:8][CH:7]=1)=[O:4].[NH:37]1[CH2:42][CH2:41][O:40][CH2:39][CH2:38]1. (3) Given the product [OH:25][C:16]1([C:3]2[CH:8]=[CH:7][C:6]([C:9]([F:12])([F:11])[F:10])=[CH:5][CH:4]=2)[C:15]2[C:19](=[CH:20][C:21]([Cl:23])=[CH:22][C:14]=2[Cl:13])[NH:18][C:17]1=[O:24], predict the reactants needed to synthesize it. The reactants are: [Mg].Br[C:3]1[CH:8]=[CH:7][C:6]([C:9]([F:12])([F:11])[F:10])=[CH:5][CH:4]=1.[Cl:13][C:14]1[CH:22]=[C:21]([Cl:23])[CH:20]=[C:19]2[C:15]=1[C:16](=[O:25])[C:17](=[O:24])[NH:18]2.O. (4) Given the product [CH2:24]([C:13]1[CH:14]=[C:15]([Cl:20])[CH:16]=[C:17]2[C:12]=1[S:11][C:10](=[O:22])[C:9]([C:7]([NH:6][CH2:5][C:4]([OH:3])=[O:23])=[O:8])=[C:18]2[OH:19])[C:25]1[CH:30]=[CH:29][CH:28]=[CH:27][CH:26]=1, predict the reactants needed to synthesize it. The reactants are: C([O:3][C:4](=[O:23])[CH2:5][NH:6][C:7]([C:9]1[C:10](=[O:22])[S:11][C:12]2[C:17]([C:18]=1[OH:19])=[CH:16][C:15]([Cl:20])=[CH:14][C:13]=2Br)=[O:8])C.[CH2:24]([B-](F)(F)F)[C:25]1[CH:30]=[CH:29][CH:28]=[CH:27][CH:26]=1.[K+].C(=O)([O-])[O-].[Cs+].[Cs+]. (5) Given the product [CH2:10]([O:12][C:13]([C:14]1[O:9][C:3]2[CH:4]=[CH:5][CH:6]=[C:7]([CH3:8])[C:2]=2[N:1]=1)=[O:19])[CH3:11], predict the reactants needed to synthesize it. The reactants are: [NH2:1][C:2]1[C:7]([CH3:8])=[CH:6][CH:5]=[CH:4][C:3]=1[OH:9].[CH2:10]([O:12][C:13](OCC)([O:19]CC)[C:14](OCC)=O)[CH3:11]. (6) Given the product [C:1]([O:4][C:5]1[CH:6]=[C:7]2[C:12](=[CH:13][C:14]=1[O:15][CH3:16])[N:11]=[CH:10][N:9]=[C:8]2[NH:36][C:35]1[CH:37]=[CH:38][CH:39]=[C:33]([Cl:32])[C:34]=1[F:40])(=[O:3])[CH3:2], predict the reactants needed to synthesize it. The reactants are: [C:1]([O:4][C:5]1[CH:6]=[C:7]2[C:12](=[CH:13][C:14]=1[O:15][CH3:16])[NH:11][CH:10]=[N:9][C:8]2=O)(=[O:3])[CH3:2].C(N(CC)C(C)C)(C)C.P(Cl)(Cl)(Cl)=O.[Cl:32][C:33]1[C:34]([F:40])=[C:35]([CH:37]=[CH:38][CH:39]=1)[NH2:36].